This data is from Reaction yield outcomes from USPTO patents with 853,638 reactions. The task is: Predict the reaction yield, written as a fraction of the theoretical maximum amount of product (1.0 means a 100% yield; for example, 0.34 means a 34% yield). The reactants are [C:1]([C:3]1[C:4]([F:18])=[C:5]([NH:10]C(=O)OC(C)(C)C)[C:6]([F:9])=[CH:7][CH:8]=1)#[N:2]. The catalyst is Cl.O1CCOCC1. The product is [NH2:10][C:5]1[C:4]([F:18])=[C:3]([CH:8]=[CH:7][C:6]=1[F:9])[C:1]#[N:2]. The yield is 0.930.